Dataset: Peptide-MHC class I binding affinity with 185,985 pairs from IEDB/IMGT. Task: Regression. Given a peptide amino acid sequence and an MHC pseudo amino acid sequence, predict their binding affinity value. This is MHC class I binding data. (1) The peptide sequence is RRGWEVLKY. The MHC is HLA-A24:02 with pseudo-sequence HLA-A24:02. The binding affinity (normalized) is 0. (2) The binding affinity (normalized) is 0.612. The peptide sequence is FQAGMRLYF. The MHC is HLA-B15:01 with pseudo-sequence HLA-B15:01. (3) The peptide sequence is KEEFTEIMKI. The MHC is Mamu-A11 with pseudo-sequence Mamu-A11. The binding affinity (normalized) is 1.00. (4) The MHC is HLA-A03:01 with pseudo-sequence HLA-A03:01. The binding affinity (normalized) is 0.132. The peptide sequence is FSENTWRDEY. (5) The peptide sequence is ATPYDINQML. The MHC is HLA-A23:01 with pseudo-sequence HLA-A23:01. The binding affinity (normalized) is 0. (6) The peptide sequence is WSMGKEAPQF. The MHC is Mamu-B03 with pseudo-sequence Mamu-B03. The binding affinity (normalized) is 0. (7) The peptide sequence is DMVNETSSCI. The MHC is Mamu-A11 with pseudo-sequence Mamu-A11. The binding affinity (normalized) is 0.403. (8) The peptide sequence is TYYPQVVLG. The MHC is HLA-B35:01 with pseudo-sequence HLA-B35:01. The binding affinity (normalized) is 0.0847.